This data is from Forward reaction prediction with 1.9M reactions from USPTO patents (1976-2016). The task is: Predict the product of the given reaction. (1) Given the reactants C[O:2][C:3]1[CH:20]=[CH:19][C:6]2[N:7]=[C:8]([C:10]3[CH:11]=[N:12][C:13]([N:16]([CH3:18])[CH3:17])=[N:14][CH:15]=3)[O:9][C:5]=2[CH:4]=1.CN(C)C1N=CC(C2OC3C=CC(O)=CC=3N=2)=CC=1, predict the reaction product. The product is: [CH3:17][N:16]([CH3:18])[C:13]1[N:14]=[CH:15][C:10]([C:8]2[O:9][C:5]3[CH:4]=[C:3]([OH:2])[CH:20]=[CH:19][C:6]=3[N:7]=2)=[CH:11][N:12]=1. (2) Given the reactants Cl.[NH2:2][C:3]1[N:8]=[CH:7][N:6]=[C:5]([NH:9][C:10]2[C:15](=[O:16])[N:14]3[C:17]4([NH:23][C:24](=[O:25])[C:13]3=[C:12]([CH3:26])[CH:11]=2)[CH2:22][CH2:21][NH:20][CH2:19][CH2:18]4)[C:4]=1[O:27][CH3:28].[CH:29]([N:32](CC)C(C)C)(C)[CH3:30].BrCC#N, predict the reaction product. The product is: [NH2:2][C:3]1[N:8]=[CH:7][N:6]=[C:5]([NH:9][C:10]2[C:15](=[O:16])[N:14]3[C:17]4([NH:23][C:24](=[O:25])[C:13]3=[C:12]([CH3:26])[CH:11]=2)[CH2:22][CH2:21][N:20]([CH2:30][C:29]#[N:32])[CH2:19][CH2:18]4)[C:4]=1[O:27][CH3:28]. (3) Given the reactants [C:1](=O)([O-])[O-].[K+].[K+].CI.[Br:9][C:10]1[C:22]2[C:21]3[CH:20]=[C:19]([O:23][CH3:24])[C:18]([O:25][CH3:26])=[CH:17][C:16]=3[N:15]=[CH:14][C:13]=2[NH:12][N:11]=1.BrC1N(C)N=C2C=1C1C=C(OC)C(OC)=CC=1N=C2, predict the reaction product. The product is: [Br:9][C:10]1[C:22]2[C:21]3[CH:20]=[C:19]([O:23][CH3:24])[C:18]([O:25][CH3:26])=[CH:17][C:16]=3[N:15]=[CH:14][C:13]=2[N:12]([CH3:1])[N:11]=1. (4) Given the reactants Br[CH2:2][CH2:3][CH2:4][OH:5].[CH3:6][N:7]1[CH2:12][CH2:11][NH:10][CH2:9][CH2:8]1.C(=O)([O-])[O-].[K+].[K+], predict the reaction product. The product is: [OH:5][CH2:4][CH2:3][CH2:2][N:10]1[CH2:11][CH2:12][N:7]([CH3:6])[CH2:8][CH2:9]1. (5) Given the reactants [Si]([O:8][CH:9]([C:39]([CH3:42])([CH3:41])[CH3:40])[CH2:10][O:11][C:12]1[CH:17]=[CH:16][C:15]([C:18]([C:23]2[CH:36]=[CH:35][C:26]([CH2:27][NH:28][CH2:29][CH2:30][S:31]([CH3:34])(=[O:33])=[O:32])=[C:25]([CH3:37])[CH:24]=2)([CH2:21][CH3:22])[CH2:19][CH3:20])=[CH:14][C:13]=1[CH3:38])(C(C)(C)C)(C)C.CCCC[N+](CCCC)(CCCC)CCCC.[F-], predict the reaction product. The product is: [CH2:19]([C:18]([C:15]1[CH:16]=[CH:17][C:12]([O:11][CH2:10][CH:9]([OH:8])[C:39]([CH3:40])([CH3:42])[CH3:41])=[C:13]([CH3:38])[CH:14]=1)([C:23]1[CH:36]=[CH:35][C:26]([CH2:27][NH:28][CH2:29][CH2:30][S:31]([CH3:34])(=[O:33])=[O:32])=[C:25]([CH3:37])[CH:24]=1)[CH2:21][CH3:22])[CH3:20].